This data is from Full USPTO retrosynthesis dataset with 1.9M reactions from patents (1976-2016). The task is: Predict the reactants needed to synthesize the given product. (1) Given the product [Br:1][C:2]1[CH:7]=[CH:6][C:5]([C:15]([C@H:16]2[CH2:17][C@H:12]2[C:13]([OH:19])=[O:14])=[O:18])=[CH:4][CH:3]=1, predict the reactants needed to synthesize it. The reactants are: [Br:1][C:2]1[CH:7]=[CH:6][CH:5]=[CH:4][CH:3]=1.[Al+3].[Cl-].[Cl-].[Cl-].[CH:12]12[CH2:17][CH:16]1[C:15](=[O:18])[O:14][C:13]2=[O:19].Cl. (2) Given the product [CH2:1]([N:8]1[CH:12]=[C:11]([CH2:13][OH:14])[C:10]([O:18][CH2:19][C:20]2[CH:25]=[CH:24][C:23]([O:26][CH2:27][C:28]3[N:29]=[C:30]([C:34]4[O:35][CH:36]=[CH:37][CH:38]=4)[O:31][C:32]=3[CH3:33])=[C:22]([O:39][CH2:40][O:41][CH3:42])[CH:21]=2)=[N:9]1)[C:2]1[CH:3]=[CH:4][CH:5]=[CH:6][CH:7]=1, predict the reactants needed to synthesize it. The reactants are: [CH2:1]([N:8]1[CH:12]=[C:11]([C:13](OCC)=[O:14])[C:10]([O:18][CH2:19][C:20]2[CH:25]=[CH:24][C:23]([O:26][CH2:27][C:28]3[N:29]=[C:30]([C:34]4[O:35][CH:36]=[CH:37][CH:38]=4)[O:31][C:32]=3[CH3:33])=[C:22]([O:39][CH2:40][O:41][CH3:42])[CH:21]=2)=[N:9]1)[C:2]1[CH:7]=[CH:6][CH:5]=[CH:4][CH:3]=1.[H-].[Al+3].[Li+].[H-].[H-].[H-].O.O.O.O.O.O.O.O.O.O.S([O-])([O-])(=O)=O.[Na+].[Na+]. (3) Given the product [N+:12]([C:15]1[C:16]([N:24]2[CH2:29][CH2:28][CH2:27][C@H:26]([NH:30][C:31](=[O:37])[O:32][C:33]([CH3:34])([CH3:36])[CH3:35])[CH2:25]2)=[C:17]2[CH2:23][CH2:22][CH2:21][C:18]2=[N+:19]([O-:9])[CH:20]=1)([O-:14])=[O:13], predict the reactants needed to synthesize it. The reactants are: ClC1C=CC=C(C(OO)=[O:9])C=1.[N+:12]([C:15]1[C:16]([N:24]2[CH2:29][CH2:28][CH2:27][C@H:26]([NH:30][C:31](=[O:37])[O:32][C:33]([CH3:36])([CH3:35])[CH3:34])[CH2:25]2)=[C:17]2[CH2:23][CH2:22][CH2:21][C:18]2=[N:19][CH:20]=1)([O-:14])=[O:13].[O-]S([O-])(=S)=O.[Na+].[Na+].[OH-].[Na+]. (4) Given the product [Br:1][C:2]1[CH:3]=[C:4]2[C:12](=[CH:13][CH:14]=1)[NH:11][C:10]1[CH:9]([NH:15][C:21](=[O:22])[C:20]3[CH:24]=[CH:25][CH:26]=[CH:27][C:19]=3[N+:16]([O-:18])=[O:17])[CH2:8][CH2:7][CH2:6][C:5]2=1, predict the reactants needed to synthesize it. The reactants are: [Br:1][C:2]1[CH:3]=[C:4]2[C:12](=[CH:13][CH:14]=1)[NH:11][C:10]1[CH:9]([NH2:15])[CH2:8][CH2:7][CH2:6][C:5]2=1.[N+:16]([C:19]1[CH:27]=[CH:26][CH:25]=[CH:24][C:20]=1[C:21](Cl)=[O:22])([O-:18])=[O:17]. (5) Given the product [NH2:1][C:2]1[N:7]([CH2:8][CH3:9])[C:6](=[O:10])[N:5]([CH2:11][C:12]#[CH:13])[C:4](=[O:14])[C:3]=1[N:15]=[O:16], predict the reactants needed to synthesize it. The reactants are: [NH2:1][C:2]1[N:7]([CH2:8][CH3:9])[C:6](=[O:10])[N:5]([CH2:11][C:12]#[CH:13])[C:4](=[O:14])[CH:3]=1.[N:15]([O-])=[O:16].[Na+].